Dataset: Reaction yield outcomes from USPTO patents with 853,638 reactions. Task: Predict the reaction yield, written as a fraction of the theoretical maximum amount of product (1.0 means a 100% yield; for example, 0.34 means a 34% yield). The reactants are CS(O[CH2:6][CH2:7][C:8]1[CH:13]=[CH:12][C:11]([CH2:14][CH2:15][C:16]2[CH:21]=[CH:20][C:19]([N:22]3[CH2:27][CH2:26][N:25]([C:28](=[O:30])[CH3:29])[CH2:24][CH2:23]3)=[CH:18][N:17]=2)=[CH:10][CH:9]=1)(=O)=O.[N-:31]=[N+:32]=[N-:33].[Na+].O. The catalyst is CN(C)C=O. The product is [C:28]([N:25]1[CH2:24][CH2:23][N:22]([C:19]2[CH:18]=[N:17][C:16]([CH2:15][CH2:14][C:11]3[CH:10]=[CH:9][C:8]([CH2:7][CH2:6][N:31]=[N+:32]=[N-:33])=[CH:13][CH:12]=3)=[CH:21][CH:20]=2)[CH2:27][CH2:26]1)(=[O:30])[CH3:29]. The yield is 0.760.